Dataset: Forward reaction prediction with 1.9M reactions from USPTO patents (1976-2016). Task: Predict the product of the given reaction. (1) Given the reactants [Cl:1][C:2]1[CH:9]=[CH:8][C:5]([CH:6]=O)=[CH:4][CH:3]=1.[CH2:10]([NH2:12])[CH3:11].O.[BH4-].[Na+], predict the reaction product. The product is: [Cl:1][C:2]1[CH:9]=[CH:8][C:5]([CH2:6][NH:12][CH2:10][CH3:11])=[CH:4][CH:3]=1. (2) The product is: [Na+:51].[F:21][C:18]1[CH:17]=[CH:16][C:15]([C:14]2[C:13]([C:22]3[CH:27]=[CH:26][C:25]([F:28])=[CH:24][CH:23]=3)=[C:12]([C:29](=[O:39])[NH:30][C:31]3[CH:36]=[CH:35][CH:34]=[C:33]([O:37][CH3:38])[CH:32]=3)[N:11]([CH:40]([CH3:42])[CH3:41])[C:10]=2[CH:9]=[CH:8][C@@H:7]([OH:43])[CH2:6][C@@H:5]([OH:44])[CH2:4][C:3]([O-:45])=[O:2])=[CH:20][CH:19]=1. Given the reactants C[O:2][C:3](=[O:45])[CH2:4][C@H:5]([OH:44])[CH2:6][C@H:7]([OH:43])[CH:8]=[CH:9][C:10]1[N:11]([CH:40]([CH3:42])[CH3:41])[C:12]([C:29](=[O:39])[NH:30][C:31]2[CH:36]=[CH:35][CH:34]=[C:33]([O:37][CH3:38])[CH:32]=2)=[C:13]([C:22]2[CH:27]=[CH:26][C:25]([F:28])=[CH:24][CH:23]=2)[C:14]=1[C:15]1[CH:20]=[CH:19][C:18]([F:21])=[CH:17][CH:16]=1.C(O)C.O.[OH-].[Na+:51], predict the reaction product. (3) Given the reactants Br[CH2:2][CH:3]([O:7][CH2:8][CH3:9])[O:4][CH2:5][CH3:6].[CH:10]1([NH2:14])[CH2:13][CH2:12][CH2:11]1.[OH-].[Na+], predict the reaction product. The product is: [CH:10]1([NH:14][CH2:2][CH:3]([O:7][CH2:8][CH3:9])[O:4][CH2:5][CH3:6])[CH2:13][CH2:12][CH2:11]1. (4) Given the reactants [Cl:1][C:2]1[CH:3]=[C:4](F)[C:5]([C:8]([CH3:12])([CH3:11])[CH2:9][NH2:10])=[N:6][CH:7]=1.C(=O)([O-])[O-].[K+].[K+].CN1C(=O)CCC1, predict the reaction product. The product is: [Cl:1][C:2]1[CH:3]=[C:4]2[NH:10][CH2:9][C:8]([CH3:12])([CH3:11])[C:5]2=[N:6][CH:7]=1. (5) Given the reactants Br[C:2]1[CH:11]=[C:10]2[C:5]([CH:6]=[CH:7][C:8]([C:12]3[N:16]4[CH:17]=[C:18]([C@@H:21]([N:26]5[CH2:30][CH2:29][C@H:28]([NH:31][C:32](=[O:38])[O:33][C:34]([CH3:37])([CH3:36])[CH3:35])[CH2:27]5)[C:22]([F:25])([F:24])[F:23])[CH:19]=[CH:20][C:15]4=[N:14][N:13]=3)=[N:9]2)=[CH:4][C:3]=1[F:39].[CH3:40][N:41]1[C:45](B2OC(C)(C)C(C)(C)O2)=[CH:44][C:43]([CH3:55])=[N:42]1.[F-].[Cs+].CC(O)C.C(N(CC)CC)C, predict the reaction product. The product is: [CH3:40][N:41]1[C:45]([C:2]2[CH:11]=[C:10]3[C:5]([CH:6]=[CH:7][C:8]([C:12]4[N:16]5[CH:17]=[C:18]([C@@H:21]([N:26]6[CH2:30][CH2:29][C@H:28]([NH:31][C:32](=[O:38])[O:33][C:34]([CH3:37])([CH3:36])[CH3:35])[CH2:27]6)[C:22]([F:24])([F:25])[F:23])[CH:19]=[CH:20][C:15]5=[N:14][N:13]=4)=[N:9]3)=[CH:4][C:3]=2[F:39])=[CH:44][C:43]([CH3:55])=[N:42]1. (6) Given the reactants [F:1][C:2]1[CH:20]=[CH:19][C:5]2[NH:6][C:7](=O)[C:8]3[C:13]4[CH:14]=[CH:15][CH:16]=[CH:17][C:12]=4[S:11][C:9]=3[O:10][C:4]=2[CH:3]=1.P(Cl)(Cl)(Cl)=O.CN(C)C1C=CC=CC=1.[CH3:35][N:36]1[CH2:41][CH2:40][NH:39][CH2:38][CH2:37]1, predict the reaction product. The product is: [F:1][C:2]1[CH:20]=[CH:19][C:5]2[N:6]=[C:7]([N:39]3[CH2:40][CH2:41][N:36]([CH3:35])[CH2:37][CH2:38]3)[C:8]3[C:13]4[CH:14]=[CH:15][CH:16]=[CH:17][C:12]=4[S:11][C:9]=3[O:10][C:4]=2[CH:3]=1. (7) Given the reactants [C:1]([O:5][C:6]([NH:8][C:9]([C:18]1[O:22][C:21]([C:23]2[CH:24]=[C:25]([CH:29]=[C:30]([N:32]([CH3:37])S(C)(=O)=O)[CH:31]=2)[C:26]([OH:28])=[O:27])=[N:20][N:19]=1)([CH3:17])[CH2:10][C:11]1[CH:16]=[CH:15][CH:14]=[CH:13][CH:12]=1)=[O:7])([CH3:4])([CH3:3])[CH3:2].[CH:38]([S:41](Cl)(=[O:43])=[O:42])([CH3:40])[CH3:39], predict the reaction product. The product is: [C:1]([O:5][C:6]([NH:8][C@:9]([C:18]1[O:22][C:21]([C:23]2[CH:24]=[C:25]([CH:29]=[C:30]([N:32]([CH3:37])[S:41]([CH:38]([CH3:40])[CH3:39])(=[O:43])=[O:42])[CH:31]=2)[C:26]([OH:28])=[O:27])=[N:20][N:19]=1)([CH3:17])[CH2:10][C:11]1[CH:12]=[CH:13][CH:14]=[CH:15][CH:16]=1)=[O:7])([CH3:4])([CH3:2])[CH3:3].